Dataset: Catalyst prediction with 721,799 reactions and 888 catalyst types from USPTO. Task: Predict which catalyst facilitates the given reaction. (1) Reactant: [C:1]([CH2:3][C:4]1[CH:5]=[C:6]2[C:11](=[CH:12][CH:13]=1)[C:10](=[O:14])[N:9]([CH2:15][CH:16]([CH3:18])[CH3:17])[C:8]([CH2:19][NH:20]C(=O)OC(C)(C)C)=[C:7]2[C:28]1[CH:33]=[CH:32][CH:31]=[CH:30][CH:29]=1)#[N:2].C(OC(=O)C)C.[ClH:40]. Product: [ClH:40].[NH2:20][CH2:19][C:8]1[N:9]([CH2:15][CH:16]([CH3:18])[CH3:17])[C:10](=[O:14])[C:11]2[C:6]([C:7]=1[C:28]1[CH:33]=[CH:32][CH:31]=[CH:30][CH:29]=1)=[CH:5][C:4]([CH2:3][C:1]#[N:2])=[CH:13][CH:12]=2. The catalyst class is: 13. (2) Reactant: C(NC1S[C@H]2[O:12][C@H](CN3C=C(C4C=CC=CN=4)N=N3)[C@@H](O)[C@H](O)[C@H]2N=1)C.[CH2:27]([NH:29][C:30]1[S:31][C@H:32]2[O:38][C@H:37]([CH2:39][OH:40])[C@@H:36]([OH:41])[C@H:35]([OH:42])[C@H:33]2[N:34]=1)[CH3:28].CC1(C)N([O])C(C)(C)CCC1.[Br-].[K+].Cl[O-].[Na+]. The catalyst class is: 1. Product: [CH2:27]([NH:29][C:30]1[S:31][C@H:32]2[O:38][C@H:37]([C:39]([OH:12])=[O:40])[C@@H:36]([OH:41])[C@H:35]([OH:42])[C@H:33]2[N:34]=1)[CH3:28]. (3) Reactant: Cl.[Cl:2][C:3]1[CH:18]=[C:17]([N+:19]([O-])=O)[CH:16]=[CH:15][C:4]=1[O:5][C:6]1[C:11]2[CH:12]=[CH:13][O:14][C:10]=2[CH:9]=[CH:8][CH:7]=1.[OH-].[Na+]. Product: [O:14]1[C:10]2[CH:9]=[CH:8][CH:7]=[C:6]([O:5][C:4]3[CH:15]=[CH:16][C:17]([NH2:19])=[CH:18][C:3]=3[Cl:2])[C:11]=2[CH:12]=[CH:13]1. The catalyst class is: 8.